From a dataset of Reaction yield outcomes from USPTO patents with 853,638 reactions. Predict the reaction yield, written as a fraction of the theoretical maximum amount of product (1.0 means a 100% yield; for example, 0.34 means a 34% yield). The reactants are [F:1][C:2]([F:20])([CH2:16][CH2:17][CH2:18]C)[CH:3]=[CH:4][O:5][CH2:6][CH2:7][CH2:8][CH2:9][C:10]1[CH:15]=[CH:14][CH:13]=[CH:12][CH:11]=1.I([O-])(=O)(=O)=[O:22].[Na+]. The catalyst is C1COCC1.O.[Os](=O)(=O)(=O)=O. The product is [F:1][C:2]([F:20])([CH2:3][CH2:4][O:5][CH2:6][CH2:7][CH2:8][CH2:9][C:10]1[CH:15]=[CH:14][CH:13]=[CH:12][CH:11]=1)[CH2:16][CH2:17][CH:18]=[O:22]. The yield is 0.810.